This data is from Catalyst prediction with 721,799 reactions and 888 catalyst types from USPTO. The task is: Predict which catalyst facilitates the given reaction. (1) Reactant: [F:1][C:2]1([F:23])[CH2:13][CH:12]=[CH:11][CH2:10][C@@H:9]([CH3:14])[C:8](=[O:15])[O:7][CH2:6][C@@H:5]([C:16]2[CH:21]=[CH:20][CH:19]=[CH:18][CH:17]=2)[NH:4][C:3]1=[O:22]. Product: [F:23][C:2]1([F:1])[CH2:13][CH2:12][CH2:11][CH2:10][C@@H:9]([CH3:14])[C:8](=[O:15])[O:7][CH2:6][C@@H:5]([C:16]2[CH:21]=[CH:20][CH:19]=[CH:18][CH:17]=2)[NH:4][C:3]1=[O:22]. The catalyst class is: 43. (2) Reactant: [CH3:1][C@@H:2]([NH:13][CH2:14][CH2:15][CH2:16][C:17]1[CH:18]=[CH:19][CH:20]=[C:21]([C:23]([F:26])([F:25])[F:24])[CH:22]=1)[C:3]1[CH:4]=[CH:5][CH:6]=[C:7]2[CH:12]=[CH:11][CH:10]=[CH:9][C:8]=12.[ClH:27]. Product: [CH3:1][C@@H:2]([NH:13][CH2:14][CH2:15][CH2:16][C:17]1[CH:18]=[CH:19][CH:20]=[C:21]([C:23]([F:24])([F:25])[F:26])[CH:22]=1)[C:3]1[CH:4]=[CH:5][CH:6]=[C:7]2[CH:12]=[CH:11][CH:10]=[CH:9][C:8]=12.[ClH:27]. The catalyst class is: 605. (3) Reactant: [F:1][C:2]1[CH:29]=[C:28]([F:30])[CH:27]=[CH:26][C:3]=1[O:4][C:5]1[CH:10]=[CH:9][C:8]([N+:11]([O-:13])=[O:12])=[CH:7][C:6]=1[C:14]1[C:22]2[C:17](=[C:18]([O:23]C)[N:19]=[CH:20][CH:21]=2)[N:16]([CH3:25])[CH:15]=1.Cl. Product: [F:1][C:2]1[CH:29]=[C:28]([F:30])[CH:27]=[CH:26][C:3]=1[O:4][C:5]1[CH:10]=[CH:9][C:8]([N+:11]([O-:13])=[O:12])=[CH:7][C:6]=1[C:14]1[C:22]2[CH:21]=[CH:20][NH:19][C:18](=[O:23])[C:17]=2[N:16]([CH3:25])[CH:15]=1. The catalyst class is: 155. (4) Reactant: [CH2:1]([O:8][C@H:9]1[C@H:14]([O:15][CH2:16][C:17]2[CH:22]=[CH:21][CH:20]=[CH:19][CH:18]=2)[C@@H:13]([O:23][CH2:24][C:25]2[CH:30]=[CH:29][CH:28]=[CH:27][CH:26]=2)[C@@:12]([C:33]2[CH:38]=[CH:37][C:36]([Cl:39])=[C:35]([CH2:40][C:41]3[CH:46]=[CH:45][C:44]([O:47][C:48]([F:51])([F:50])[F:49])=[CH:43][CH:42]=3)[CH:34]=2)([O:31][CH3:32])[O:11][C@@H:10]1[CH:52]=[O:53])[C:2]1[CH:7]=[CH:6][CH:5]=[CH:4][CH:3]=1.[CH2:54]=[O:55].[OH-].[Na+]. Product: [CH2:1]([O:8][C@H:9]1[C@H:14]([O:15][CH2:16][C:17]2[CH:22]=[CH:21][CH:20]=[CH:19][CH:18]=2)[C@@H:13]([O:23][CH2:24][C:25]2[CH:30]=[CH:29][CH:28]=[CH:27][CH:26]=2)[C@@:12]([C:33]2[CH:38]=[CH:37][C:36]([Cl:39])=[C:35]([CH2:40][C:41]3[CH:42]=[CH:43][C:44]([O:47][C:48]([F:50])([F:51])[F:49])=[CH:45][CH:46]=3)[CH:34]=2)([O:31][CH3:32])[O:11][C@:10]1([CH2:54][OH:55])[CH:52]=[O:53])[C:2]1[CH:3]=[CH:4][CH:5]=[CH:6][CH:7]=1. The catalyst class is: 12.